Task: Predict the product of the given reaction.. Dataset: Forward reaction prediction with 1.9M reactions from USPTO patents (1976-2016) (1) Given the reactants [F:1][C:2]1[CH:3]=[C:4]([CH:14]([NH:16][C:17]([C:19]2[N:20]=[C:21](Cl)[O:22][CH:23]=2)=[O:18])[CH3:15])[CH:5]=[C:6]([F:13])[C:7]=1[NH:8][S:9]([CH3:12])(=[O:11])=[O:10].[CH2:25]([N:27]([CH2:35][CH3:36])[C:28]1[CH:29]=[C:30]([OH:34])[CH:31]=[CH:32][CH:33]=1)[CH3:26], predict the reaction product. The product is: [F:1][C:2]1[CH:3]=[C:4]([CH:14]([NH:16][C:17]([C:19]2[N:20]=[C:21]([O:34][C:30]3[CH:31]=[CH:32][CH:33]=[C:28]([N:27]([CH2:35][CH3:36])[CH2:25][CH3:26])[CH:29]=3)[O:22][CH:23]=2)=[O:18])[CH3:15])[CH:5]=[C:6]([F:13])[C:7]=1[NH:8][S:9]([CH3:12])(=[O:11])=[O:10]. (2) Given the reactants Br[C:2]1[C:3](=[O:19])[N:4]([CH3:18])[N:5]([CH3:17])[C:6]=1[C:7]1[CH:8]=[C:9]2[C:14](=[CH:15][CH:16]=1)[N:13]=[CH:12][CH:11]=[N:10]2.[S:20]1[CH:24]=[CH:23][C:22](B(O)O)=[CH:21]1.ClCCl.C(=O)([O-])[O-].[Na+].[Na+], predict the reaction product. The product is: [CH3:17][N:5]1[C:6]([C:7]2[CH:8]=[C:9]3[C:14](=[CH:15][CH:16]=2)[N:13]=[CH:12][CH:11]=[N:10]3)=[C:2]([C:22]2[CH:23]=[CH:24][S:20][CH:21]=2)[C:3](=[O:19])[N:4]1[CH3:18]. (3) Given the reactants [CH3:1][O:2][C:3]1[CH:4]=[C:5]2[C:10](=[CH:11][CH:12]=1)[CH:9]([CH2:13][C:14]1[CH:19]=[CH:18][C:17]([O:20][CH2:21][C:22]3[CH:27]=[CH:26][CH:25]=[CH:24][CH:23]=3)=[CH:16][CH:15]=1)[NH:8][CH2:7][CH2:6]2.[C:28]1(=O)[CH2:33][CH2:32][CH2:31][CH2:30][CH2:29]1, predict the reaction product. The product is: [CH:28]1([N:8]2[CH2:7][CH2:6][C:5]3[C:10](=[CH:11][CH:12]=[C:3]([O:2][CH3:1])[CH:4]=3)[CH:9]2[CH2:13][C:14]2[CH:19]=[CH:18][C:17]([O:20][CH2:21][C:22]3[CH:27]=[CH:26][CH:25]=[CH:24][CH:23]=3)=[CH:16][CH:15]=2)[CH2:33][CH2:32][CH2:31][CH2:30][CH2:29]1. (4) Given the reactants CO[CH:3](OC)[N:4]([CH3:6])[CH3:5].[CH3:9][O:10][C:11]([O:15][CH3:16])(C)[CH:12]=[O:13].[CH2:17](O)C(C)C, predict the reaction product. The product is: [CH3:5][N:4]([CH3:6])/[CH:3]=[CH:17]/[C:12](=[O:13])[CH:11]([O:15][CH3:16])[O:10][CH3:9].